The task is: Predict which catalyst facilitates the given reaction.. This data is from Catalyst prediction with 721,799 reactions and 888 catalyst types from USPTO. (1) Reactant: [Cl:1][C:2]1[CH:3]=[N:4][CH:5]=[C:6]([Cl:27])[C:7]=1[CH2:8][C:9]([C:11]1[N:16]2[N:17]=[C:18]([C:20]3([CH2:23][OH:24])[CH2:22][CH2:21]3)[N:19]=[C:15]2[C:14]([O:25][CH3:26])=[CH:13][CH:12]=1)=[O:10].C([O-])(O)=O.[Na+].CC(OI1(OC(C)=O)(OC(C)=O)OC(=O)C2C=CC=CC1=2)=O.[O-]S([O-])(=S)=O.[Na+].[Na+]. Product: [Cl:1][C:2]1[CH:3]=[N:4][CH:5]=[C:6]([Cl:27])[C:7]=1[CH2:8][C:9]([C:11]1[N:16]2[N:17]=[C:18]([C:20]3([CH:23]=[O:24])[CH2:21][CH2:22]3)[N:19]=[C:15]2[C:14]([O:25][CH3:26])=[CH:13][CH:12]=1)=[O:10]. The catalyst class is: 2. (2) Reactant: [NH:1]1[CH2:6][CH2:5][CH:4]([NH:7][C:8](=[O:14])[O:9][C:10]([CH3:13])([CH3:12])[CH3:11])[CH2:3][CH2:2]1.[Cl:15][C:16]1[CH:17]=[C:18]([CH:24]=[C:25]([Cl:27])[CH:26]=1)[O:19][CH2:20][C:21](O)=[O:22].CN1CCOCC1.CCN=C=NCCCN(C)C.Cl. Product: [Cl:15][C:16]1[CH:17]=[C:18]([CH:24]=[C:25]([Cl:27])[CH:26]=1)[O:19][CH2:20][C:21]([N:1]1[CH2:2][CH2:3][CH:4]([NH:7][C:8](=[O:14])[O:9][C:10]([CH3:11])([CH3:13])[CH3:12])[CH2:5][CH2:6]1)=[O:22]. The catalyst class is: 85. (3) Reactant: [CH3:1][N:2]1[C:6]2[S:7][C:8](C#N)=[C:9]([C:10]3[CH:15]=[CH:14][CH:13]=[CH:12][CH:11]=3)[C:5]=2[C:4]([N:18]2[CH2:23][CH2:22][CH:21]([CH2:24][O:25][CH2:26][CH2:27][N:28]3[CH2:32][CH2:31][CH2:30][CH2:29]3)[CH2:20][CH2:19]2)=[N:3]1.[OH-].[Na+].CO. Product: [CH3:1][N:2]1[C:6]2[S:7][CH:8]=[C:9]([C:10]3[CH:11]=[CH:12][CH:13]=[CH:14][CH:15]=3)[C:5]=2[C:4]([N:18]2[CH2:23][CH2:22][CH:21]([CH2:24][O:25][CH2:26][CH2:27][N:28]3[CH2:29][CH2:30][CH2:31][CH2:32]3)[CH2:20][CH2:19]2)=[N:3]1. The catalyst class is: 232.